From a dataset of Full USPTO retrosynthesis dataset with 1.9M reactions from patents (1976-2016). Predict the reactants needed to synthesize the given product. (1) Given the product [CH3:22][O:21][C:13]1[C:14]2[O:18][C:17]([CH3:20])([CH3:19])[CH2:16][C:15]=2[C:10]([CH2:2][CH2:3][C:4]2[CH:9]=[CH:8][N:7]=[CH:6][CH:5]=2)=[CH:11][CH:12]=1, predict the reactants needed to synthesize it. The reactants are: O[CH:2]([C:10]1[C:15]2[CH2:16][C:17]([CH3:20])([CH3:19])[O:18][C:14]=2[C:13]([O:21][CH3:22])=[CH:12][CH:11]=1)[CH2:3][C:4]1[CH:9]=[CH:8][N:7]=[CH:6][CH:5]=1.C([SiH](CC)CC)C.C(=O)(O)[O-].[Na+]. (2) The reactants are: C([O:4][C@@H:5]1[C@@H:10]([O:11]C(=O)C)[C@H:9]([O:15]C(=O)C)[C@@H:8]([CH2:19][O:20]C(=O)C)[O:7][C@H:6]1[N:24]1[C:28]2=[N:29][CH:30]=[CH:31][CH:32]=[C:27]2[C:26]([C:33]2[C:34](=[O:49])[N:35]([CH3:48])[C:36](=[O:47])[C:37]=2[C:38]2[C:46]3[C:41](=[N:42][CH:43]=[CH:44][CH:45]=3)[NH:40][CH:39]=2)=[CH:25]1)(=O)C.[OH-].[NH4+]. Given the product [CH3:48][N:35]1[C:36](=[O:47])[C:37]([C:38]2[C:46]3[C:41](=[N:42][CH:43]=[CH:44][CH:45]=3)[NH:40][CH:39]=2)=[C:33]([C:26]2[C:27]3[C:28](=[N:29][CH:30]=[CH:31][CH:32]=3)[N:24]([C@@H:6]3[O:7][C@H:8]([CH2:19][OH:20])[C@@H:9]([OH:15])[C@H:10]([OH:11])[C@H:5]3[OH:4])[CH:25]=2)[C:34]1=[O:49], predict the reactants needed to synthesize it. (3) The reactants are: C([O:3][C:4]([C:6]1([C:9]2[CH:14]=[CH:13][C:12]([C:15]3[CH:20]=[CH:19][C:18]([C:21]4[S:22][C:23]([Cl:39])=[CH:24][C:25]=4[NH:26][C:27]([O:29][C@@H:30]([C:32]4[CH:37]=[CH:36][CH:35]=[CH:34][C:33]=4[Cl:38])[CH3:31])=[O:28])=[CH:17][CH:16]=3)=[CH:11][CH:10]=2)[CH2:8][CH2:7]1)=[O:5])C.[OH-].[Na+].Cl. Given the product [Cl:39][C:23]1[S:22][C:21]([C:18]2[CH:17]=[CH:16][C:15]([C:12]3[CH:11]=[CH:10][C:9]([C:6]4([C:4]([OH:5])=[O:3])[CH2:8][CH2:7]4)=[CH:14][CH:13]=3)=[CH:20][CH:19]=2)=[C:25]([NH:26][C:27]([O:29][C@@H:30]([C:32]2[CH:37]=[CH:36][CH:35]=[CH:34][C:33]=2[Cl:38])[CH3:31])=[O:28])[CH:24]=1, predict the reactants needed to synthesize it. (4) Given the product [NH3:8].[NH2:8][C:9]1[CH:10]=[C:11]([C@:15]23[CH2:23][NH:22][CH2:21][C@H:20]2[CH2:19][S:18][C:17]([NH:31][C:32](=[O:39])[C:33]2[CH:34]=[CH:35][CH:36]=[CH:37][CH:38]=2)=[N:16]3)[CH:12]=[CH:13][CH:14]=1, predict the reactants needed to synthesize it. The reactants are: FC(F)(F)C(O)=O.[NH2:8][C:9]1[CH:10]=[C:11]([C@:15]23[CH2:23][N:22](C(OC(C)(C)C)=O)[CH2:21][C@H:20]2[CH2:19][S:18][C:17]([NH:31][C:32](=[O:39])[C:33]2[CH:38]=[CH:37][CH:36]=[CH:35][CH:34]=2)=[N:16]3)[CH:12]=[CH:13][CH:14]=1. (5) The reactants are: [F:1][C:2]1[CH:7]=[CH:6][C:5]([N:8]2[CH:12]=[CH:11][CH:10]=[CH:9]2)=[CH:4][CH:3]=1.P(Cl)(Cl)(Cl)=O.[C:18](=O)([O-])[O-:19].[K+].[K+]. Given the product [F:1][C:2]1[CH:3]=[CH:4][C:5]([N:8]2[CH:12]=[CH:11][CH:10]=[C:9]2[CH:18]=[O:19])=[CH:6][CH:7]=1, predict the reactants needed to synthesize it. (6) Given the product [C:31]([Si:35]([CH3:37])([CH3:36])[O:1][CH:2]([C:20]1[CH:25]=[CH:24][CH:23]=[CH:22][CH:21]=1)[CH2:3][CH2:4][CH2:5][C:6]([N:8]1[CH:12]([C:13]2[CH:14]=[CH:15][CH:16]=[CH:17][CH:18]=2)[CH2:11][O:10][C:9]1=[O:19])=[O:7])([CH3:34])([CH3:33])[CH3:32], predict the reactants needed to synthesize it. The reactants are: [OH:1][CH:2]([C:20]1[CH:25]=[CH:24][CH:23]=[CH:22][CH:21]=1)[CH2:3][CH2:4][CH2:5][C:6]([N:8]1[CH:12]([C:13]2[CH:18]=[CH:17][CH:16]=[CH:15][CH:14]=2)[CH2:11][O:10][C:9]1=[O:19])=[O:7].N1C=CN=C1.[C:31]([Si:35](Cl)([CH3:37])[CH3:36])([CH3:34])([CH3:33])[CH3:32]. (7) Given the product [F:20][C:21]1[CH:26]=[C:25]([CH2:18][CH2:17][CH2:16][CH2:15][OH:19])[CH:24]=[C:23]([F:35])[C:22]=1[CH:36]([C:42]([O:44][CH2:45][CH3:46])=[O:43])[C:37]([O:39][CH2:40][CH3:41])=[O:38], predict the reactants needed to synthesize it. The reactants are: C12BC(CCC1)CCC2.O1CCCC1.[CH2:15]([OH:19])[CH2:16][CH:17]=[CH2:18].[F:20][C:21]1[CH:26]=[C:25](OS(C(F)(F)F)(=O)=O)[CH:24]=[C:23]([F:35])[C:22]=1[CH:36]([C:42]([O:44][CH2:45][CH3:46])=[O:43])[C:37]([O:39][CH2:40][CH3:41])=[O:38].P([O-])([O-])([O-])=O.[K+].[K+].[K+].C[N+]([O-])(C)C.